Dataset: Forward reaction prediction with 1.9M reactions from USPTO patents (1976-2016). Task: Predict the product of the given reaction. (1) The product is: [C:1]([O:5][C:6]([N:8]1[C@H:17]([C:18](=[O:19])[NH:81][C@H:65]([C:64]([O:63][CH3:62])=[O:82])[CH2:66][C:67]2[CH:68]=[CH:69][C:70]([C:73]3[CH:78]=[CH:77][N:76]=[C:75]([CH3:79])[C:74]=3[CH3:80])=[CH:71][CH:72]=2)[CH2:16][C:15]2[CH:14]=[C:13]3[O:21][CH2:22][C@H:23]([C:25]4[CH:30]=[CH:29][C:28]([O:31][CH2:32][CH:33]5[CH2:38][CH2:37][CH2:36][CH2:35][CH2:34]5)=[CH:27][CH:26]=4)[O:24][C:12]3=[CH:11][C:10]=2[CH2:9]1)=[O:7])([CH3:4])([CH3:2])[CH3:3]. Given the reactants [C:1]([O:5][C:6]([N:8]1[C@H:17]([C:18](O)=[O:19])[CH2:16][C:15]2[CH:14]=[C:13]3[O:21][CH2:22][C@H:23]([C:25]4[CH:30]=[CH:29][C:28]([O:31][CH2:32][CH:33]5[CH2:38][CH2:37][CH2:36][CH2:35][CH2:34]5)=[CH:27][CH:26]=4)[O:24][C:12]3=[CH:11][C:10]=2[CH2:9]1)=[O:7])([CH3:4])([CH3:3])[CH3:2].CCN=C=NCCCN(C)C.C1C=CC2N(O)N=NC=2C=1.Cl.Cl.[CH3:62][O:63][C:64](=[O:82])[C@@H:65]([NH2:81])[CH2:66][C:67]1[CH:72]=[CH:71][C:70]([C:73]2[CH:78]=[CH:77][N:76]=[C:75]([CH3:79])[C:74]=2[CH3:80])=[CH:69][CH:68]=1.CN1CCOCC1, predict the reaction product. (2) Given the reactants [C:1]([N:4]1[C:12]2[C:7](=[CH:8][C:9]([C:13](=[O:15])[CH3:14])=[CH:10][CH:11]=2)[CH2:6][CH2:5]1)(=[O:3])[CH3:2].[Br-:16].[Br-].[Br-].[NH+]1C=CC=CC=1.[NH+]1C=CC=CC=1.[NH+]1C=CC=CC=1, predict the reaction product. The product is: [C:1]([N:4]1[C:12]2[C:7](=[CH:8][C:9]([C:13](=[O:15])[CH2:14][Br:16])=[CH:10][CH:11]=2)[CH2:6][CH2:5]1)(=[O:3])[CH3:2]. (3) Given the reactants CCCC[N+](CCCC)(CCCC)CCCC.[F-].[N:19]1[CH:24]=[CH:23][C:22]([C:25]([OH:39])([C:27]#[C:28][Si](C(C)C)(C(C)C)C(C)C)[CH3:26])=[N:21][CH:20]=1, predict the reaction product. The product is: [N:19]1[CH:24]=[CH:23][C:22]([C:25]([OH:39])([C:27]#[CH:28])[CH3:26])=[N:21][CH:20]=1.